Predict the reactants needed to synthesize the given product. From a dataset of Full USPTO retrosynthesis dataset with 1.9M reactions from patents (1976-2016). (1) The reactants are: [CH3:1][C:2]([CH:4]1[CH2:6][CH2:5]1)=[O:3].[CH:7](OC)(OC)[O:8]C.CO.[C:16]1(C)C=CC(S(O)(=O)=O)=CC=1.C[O-].[Na+]. Given the product [CH3:16][O:3][C:2]([CH:4]1[CH2:6][CH2:5]1)([O:8][CH3:7])[CH3:1], predict the reactants needed to synthesize it. (2) Given the product [F:41][C:24]1[CH:23]=[C:22]([C:21]2[CH:20]=[CH:19][N:18]=[C:17]3[NH:42][C:14]([C:11]4[CH2:12][CH2:13][NH:8][CH2:9][CH:10]=4)=[N:15][C:16]=23)[CH:27]=[CH:26][C:25]=1[CH2:28][NH:29][C:30]([C:32]1[O:33][C:34]([C:37]([CH3:40])([CH3:38])[CH3:39])=[N:35][N:36]=1)=[O:31], predict the reactants needed to synthesize it. The reactants are: C(OC([N:8]1[CH2:13][CH:12]=[C:11]([C:14]2[NH:42][C:17]3=[N:18][CH:19]=[CH:20][C:21]([C:22]4[CH:27]=[CH:26][C:25]([CH2:28][NH:29][C:30]([C:32]5[O:33][C:34]([C:37]([CH3:40])([CH3:39])[CH3:38])=[N:35][N:36]=5)=[O:31])=[C:24]([F:41])[CH:23]=4)=[C:16]3[N:15]=2)[CH2:10][CH2:9]1)=O)(C)(C)C.Cl.C(Cl)Cl.CC#N.O. (3) Given the product [N:1]1([C:48]2[CH:49]=[C:50]3[C:59](=[C:60]4[C:65]=2[CH:64]=[CH:63][CH:62]=[N:61]4)[NH:58][S:57](=[O:67])(=[O:66])[C:56]2[C:51]3=[CH:52][CH:53]=[CH:54][CH:55]=2)[CH2:6][CH2:5][CH2:4][CH2:3][CH2:2]1, predict the reactants needed to synthesize it. The reactants are: [NH:1]1[CH2:6][CH2:5][CH2:4][CH2:3][CH2:2]1.CC(C1C=C(C(C)C)C(C2C=CC=CC=2P(C2CCCCC2)C2CCCCC2)=C(C(C)C)C=1)C.CC([O-])(C)C.[Na+].Br[C:48]1[CH:49]=[C:50]2[C:59](=[C:60]3[C:65]=1[CH:64]=[CH:63][CH:62]=[N:61]3)[NH:58][S:57](=[O:67])(=[O:66])[C:56]1[C:51]2=[CH:52][CH:53]=[CH:54][CH:55]=1. (4) Given the product [NH2:8][C:6]1[CH:5]=[CH:4][C:3]([C:11]([CH3:26])([CH3:27])[CH2:12][NH:13][C:14]([C:16]2[C:24]3[C:19](=[CH:20][CH:21]=[CH:22][CH:23]=3)[N:18]([CH3:25])[N:17]=2)=[O:15])=[C:2]([Cl:1])[CH:7]=1, predict the reactants needed to synthesize it. The reactants are: [Cl:1][C:2]1[CH:7]=[C:6]([N+:8]([O-])=O)[CH:5]=[CH:4][C:3]=1[C:11]([CH3:27])([CH3:26])[CH2:12][NH:13][C:14]([C:16]1[C:24]2[C:19](=[CH:20][CH:21]=[CH:22][CH:23]=2)[N:18]([CH3:25])[N:17]=1)=[O:15]. (5) Given the product [CH3:1][C:2]1([CH3:32])[CH2:11][CH:33]=[C:9](/[CH:10]=[CH:56]/[C:61]2[CH:66]=[CH:65][CH:58]=[CH:59][CH:60]=2)[C:8]2[CH:7]=[C:6](/[CH:20]=[CH:21]/[C:22]3[CH:31]=[CH:30][C:25]([C:26]([OH:28])=[O:27])=[CH:24][CH:23]=3)[CH:5]=[CH:4][C:3]1=2, predict the reactants needed to synthesize it. The reactants are: [CH3:1][C:2]1([CH3:32])[CH2:11][CH:10]=[C:9](OS(C(F)(F)F)(=O)=O)[C:8]2[CH:7]=[C:6](/[CH:20]=[CH:21]/[C:22]3[CH:31]=[CH:30][C:25]([C:26]([O:28]C)=[O:27])=[CH:24][CH:23]=3)[CH:5]=[CH:4][C:3]1=2.[CH3:33][Si]([N-][Si](C)(C)C)(C)C.[Li+].FC(F)(F)S(N([C:56]1[CH:61]=[CH:60][CH:59]=[CH:58]N=1)S(C(F)(F)F)(=O)=O)(=O)=O.O1CC[CH2:66][CH2:65]1. (6) Given the product [CH:31]1([CH2:30][NH:29][S:26]([C:23]2[CH:22]=[CH:21][C:20]([NH:19][C:2]3[N:7]=[C:6]([N:8]4[C:17]5[C:12](=[CH:13][C:14]([OH:18])=[CH:15][CH:16]=5)[CH2:11][CH2:10][CH2:9]4)[CH:5]=[CH:4][N:3]=3)=[CH:25][CH:24]=2)(=[O:28])=[O:27])[CH2:32][CH2:33]1, predict the reactants needed to synthesize it. The reactants are: Cl[C:2]1[N:7]=[C:6]([N:8]2[C:17]3[C:12](=[CH:13][C:14]([OH:18])=[CH:15][CH:16]=3)[CH2:11][CH2:10][CH2:9]2)[CH:5]=[CH:4][N:3]=1.[NH2:19][C:20]1[CH:25]=[CH:24][C:23]([S:26]([NH:29][CH2:30][CH:31]2[CH2:33][CH2:32]2)(=[O:28])=[O:27])=[CH:22][CH:21]=1.C1(C)C=CC(S(O)(=O)=O)=CC=1. (7) Given the product [N:10]1[C:19]2[C:14](=[CH:15][CH:16]=[CH:17][CH:18]=2)[CH:13]=[CH:12][C:11]=1[CH2:20][O:21][C:22]1[CH:23]=[CH:24][C:25]([C:26](=[O:27])[CH2:37][C:5]2[CH:6]=[CH:7][C:2]([F:1])=[CH:3][CH:4]=2)=[CH:32][CH:33]=1, predict the reactants needed to synthesize it. The reactants are: [F:1][C:2]1[CH:7]=[CH:6][C:5]([Mg]Cl)=[CH:4][CH:3]=1.[N:10]1[C:19]2[C:14](=[CH:15][CH:16]=[CH:17][CH:18]=2)[CH:13]=[CH:12][C:11]=1[CH2:20][O:21][C:22]1[CH:33]=[CH:32][C:25]([C:26](N(OC)C)=[O:27])=[CH:24][CH:23]=1.[Cl-].[NH4+].O1CCC[CH2:37]1. (8) Given the product [Cl:1][C:2]1[CH:3]=[C:4]([N:9]([CH2:24][C:25]2[CH:30]=[CH:29][C:28]([O:31][CH3:32])=[C:27]([O:33][CH3:34])[CH:26]=2)[C:10]2[C:19]3[C:14](=[CH:15][C:16]([O:48][CH2:43][CH2:42][CH2:41][N:35]4[CH2:40][CH2:39][O:38][CH2:37][CH2:36]4)=[C:17]([N+:20]([O-:22])=[O:21])[CH:18]=3)[N:13]=[CH:12][N:11]=2)[CH:5]=[CH:6][C:7]=1[F:8], predict the reactants needed to synthesize it. The reactants are: [Cl:1][C:2]1[CH:3]=[C:4]([N:9]([CH2:24][C:25]2[CH:30]=[CH:29][C:28]([O:31][CH3:32])=[C:27]([O:33][CH3:34])[CH:26]=2)[C:10]2[C:19]3[C:14](=[CH:15][C:16](F)=[C:17]([N+:20]([O-:22])=[O:21])[CH:18]=3)[N:13]=[CH:12][N:11]=2)[CH:5]=[CH:6][C:7]=1[F:8].[N:35]1([CH:41](O)[CH2:42][CH3:43])[CH2:40][CH2:39][O:38][CH2:37][CH2:36]1.CC(C)([O-:48])C.[Na+].O. (9) Given the product [CH3:7][C:6]1[C:2]([C:26]2[CH:27]=[CH:28][C:23]([S:19](=[O:22])(=[O:21])[NH2:20])=[CH:24][CH:25]=2)=[C:3]([C:8]([O:10][CH3:11])=[O:9])[S:4][CH:5]=1, predict the reactants needed to synthesize it. The reactants are: Br[C:2]1[C:6]([CH3:7])=[CH:5][S:4][C:3]=1[C:8]([O:10][CH3:11])=[O:9].C1(C)C=CC=CC=1.[S:19]([C:23]1[CH:28]=[CH:27][C:26](B(O)O)=[CH:25][CH:24]=1)(=[O:22])(=[O:21])[NH2:20].C(=O)([O-])[O-].[K+].[K+].